Dataset: Full USPTO retrosynthesis dataset with 1.9M reactions from patents (1976-2016). Task: Predict the reactants needed to synthesize the given product. (1) Given the product [C:12]([C:10]1[C:9]2[N:14]=[C:15]([C:17]3[CH:18]=[CH:19][C:20]([F:23])=[CH:21][CH:22]=3)[S:16][C:8]=2[C:7]([OH:24])=[C:6]([C:4]([NH:25][CH2:26][C:27]([OH:29])=[O:28])=[O:5])[N:11]=1)#[N:13], predict the reactants needed to synthesize it. The reactants are: C(O[C:4]([C:6]1[N:11]=[C:10]([C:12]#[N:13])[C:9]2[N:14]=[C:15]([C:17]3[CH:22]=[CH:21][C:20]([F:23])=[CH:19][CH:18]=3)[S:16][C:8]=2[C:7]=1[OH:24])=[O:5])C.[NH2:25][CH2:26][C:27]([OH:29])=[O:28]. (2) Given the product [C:1]([C:5]1[CH:10]=[CH:9][C:8]([C:11]2[O:15][C:14]([C:16]3[CH:17]=[C:18]([C:19]4[O:24][C:23]([C:25]5[CH:34]=[CH:33][C:28]([C:29]([O:31][CH3:32])=[O:30])=[CH:27][CH:26]=5)=[N:22][N:21]=4)[CH:35]=[CH:36][CH:37]=3)=[N:13][N:12]=2)=[CH:7][CH:6]=1)([CH3:3])([CH3:2])[CH3:4], predict the reactants needed to synthesize it. The reactants are: [C:1]([C:5]1[CH:10]=[CH:9][C:8]([C:11]2[O:15][C:14]([C:16]3[CH:17]=[C:18]([CH:35]=[CH:36][CH:37]=3)[C:19]([NH:21][NH:22][C:23]([C:25]3[CH:34]=[CH:33][C:28]([C:29]([O:31][CH3:32])=[O:30])=[CH:27][CH:26]=3)=[O:24])=O)=[N:13][N:12]=2)=[CH:7][CH:6]=1)([CH3:4])([CH3:3])[CH3:2].ClCCl.CO. (3) Given the product [NH2:1][C:2]1[N:3]=[CH:4][C:5]2[S:10][C:9](=[S:11])[N:8]([C@@H:12]3[O:24][C@H:23]([CH2:25][OH:26])[C@H:18]([OH:19])[C@H:13]3[OH:14])[C:6]=2[N:7]=1, predict the reactants needed to synthesize it. The reactants are: [NH2:1][C:2]1[NH:3][C:4](=S)[C:5]2[S:10][C:9](=[S:11])[N:8]([C@@H:12]3[O:24][C@H:23]([CH2:25][O:26]C(=O)C)[C@H:18]([O:19]C(=O)C)[C@H:13]3[O:14]C(=O)C)[C:6]=2[N:7]=1.C([O-])([O-])=O.[K+].[K+].CC(O)=O. (4) Given the product [C:1]([C:5]1[O:9][N:8]=[C:7]([C:10]2[CH:15]=[C:14]([N:25]3[CH2:26][C:23]4([CH2:20][O:21][CH2:22]4)[CH2:24]3)[C:13]([CH:17]3[CH2:19][CH2:18]3)=[CH:12][N:11]=2)[N:6]=1)([CH3:4])([CH3:3])[CH3:2], predict the reactants needed to synthesize it. The reactants are: [C:1]([C:5]1[O:9][N:8]=[C:7]([C:10]2[CH:15]=[C:14](Cl)[C:13]([CH:17]3[CH2:19][CH2:18]3)=[CH:12][N:11]=2)[N:6]=1)([CH3:4])([CH3:3])[CH3:2].[CH2:20]1[C:23]2([CH2:26][NH:25][CH2:24]2)[CH2:22][O:21]1.C([O-])([O-])=O.[Cs+].[Cs+]. (5) Given the product [C:1]([C:3]1[CH:8]=[CH:7][C:6]([S:9]([NH:12][CH2:13][CH2:14][N:15]2[CH2:22][CH:21]3[O:23][CH:17]([CH2:18][N:19]([CH2:34][C:27]4[C:28]5[C:33](=[CH:32][CH:31]=[CH:30][CH:29]=5)[N:25]([CH3:24])[CH:26]=4)[CH2:20]3)[CH2:16]2)(=[O:11])=[O:10])=[CH:5][CH:4]=1)#[N:2], predict the reactants needed to synthesize it. The reactants are: [C:1]([C:3]1[CH:8]=[CH:7][C:6]([S:9]([NH:12][CH2:13][CH2:14][N:15]2[CH2:22][CH:21]3[O:23][CH:17]([CH2:18][NH:19][CH2:20]3)[CH2:16]2)(=[O:11])=[O:10])=[CH:5][CH:4]=1)#[N:2].[CH3:24][N:25]1[C:33]2[C:28](=[CH:29][CH:30]=[CH:31][CH:32]=2)[C:27]([CH:34]=O)=[CH:26]1.C(O[BH-](OC(=O)C)OC(=O)C)(=O)C.[Na+].C([O-])([O-])=O.[Na+].[Na+]. (6) Given the product [CH3:9][N:10]1[CH2:15][C@@H:14]2[CH2:16][C@H:11]1[CH2:12][N:13]2[C:2]1[N:7]=[N:6][C:5]([NH2:8])=[CH:4][CH:3]=1, predict the reactants needed to synthesize it. The reactants are: Cl[C:2]1[N:7]=[N:6][C:5]([NH2:8])=[CH:4][CH:3]=1.[CH3:9][N:10]1[CH2:15][C@@H:14]2[CH2:16][C@H:11]1[CH2:12][NH:13]2. (7) The reactants are: [CH2:1]([C:3]1[CH:9]=[CH:8][CH:7]=[C:6]([CH2:10][CH3:11])[C:4]=1[NH2:5])[CH3:2].[Li]N([Si](C)(C)C)[Si](C)(C)C.[O:22]=[C:23]1[C:29]2[NH:30][N:31]=[C:32]([C:33](OCC)=[O:34])[C:28]=2[CH2:27][CH2:26][CH2:25][CH2:24]1. Given the product [CH2:1]([C:3]1[CH:9]=[CH:8][CH:7]=[C:6]([CH2:10][CH3:11])[C:4]=1[NH:5][C:33]([C:32]1[C:28]2[CH2:27][CH2:26][CH2:25][CH2:24][C:23](=[O:22])[C:29]=2[NH:30][N:31]=1)=[O:34])[CH3:2], predict the reactants needed to synthesize it. (8) Given the product [Cl:1][C:2]1[N:3]=[CH:4][C:5]2[CH:43]=[C:42]([C:35]3[C:34]([Cl:33])=[CH:39][C:38]([F:40])=[CH:37][C:36]=3[Cl:41])[N:8]([CH2:19][C@@H:20]3[CH2:25][CH2:24][CH2:23][N:22]([C:26]([O:28][C:29]([CH3:32])([CH3:31])[CH3:30])=[O:27])[CH2:21]3)[C:6]=2[N:7]=1, predict the reactants needed to synthesize it. The reactants are: [Cl:1][C:2]1[N:3]=[CH:4][C:5]2C=C(C3C=CC(C)=CC=3Cl)[N:8]([CH2:19][C@@H:20]3[CH2:25][CH2:24][CH2:23][N:22]([C:26]([O:28][C:29]([CH3:32])([CH3:31])[CH3:30])=[O:27])[CH2:21]3)[C:6]=2[N:7]=1.[Cl:33][C:34]1[CH:39]=[C:38]([F:40])[CH:37]=[C:36]([Cl:41])[C:35]=1[C:42]#[C:43][Si](C)(C)C. (9) Given the product [CH3:26][O:25][C:17]1[CH:16]=[C:15]([CH2:14][CH2:13][C:12]([N:9]2[CH2:8][CH2:7][N:6]([CH2:5][C:4]([OH:28])=[O:3])[CH2:11][CH2:10]2)=[O:27])[CH:20]=[C:19]([O:21][CH3:22])[C:18]=1[O:23][CH3:24], predict the reactants needed to synthesize it. The reactants are: C([O:3][C:4](=[O:28])[CH2:5][N:6]1[CH2:11][CH2:10][N:9]([C:12](=[O:27])[CH2:13][CH2:14][C:15]2[CH:20]=[C:19]([O:21][CH3:22])[C:18]([O:23][CH3:24])=[C:17]([O:25][CH3:26])[CH:16]=2)[CH2:8][CH2:7]1)C.[OH-].[Na+].Cl. (10) Given the product [CH3:25][C:24]([CH3:27])([CH3:26])[C:28]#[C:29][C:2]1[CH:7]=[CH:6][C:5](/[CH:8]=[CH:9]/[S:10]([NH:13][C:14]2[CH:19]=[CH:18][CH:17]=[CH:16][C:15]=2[S:20]([NH2:23])(=[O:22])=[O:21])(=[O:12])=[O:11])=[CH:4][CH:3]=1, predict the reactants needed to synthesize it. The reactants are: Br[C:2]1[CH:7]=[CH:6][C:5](/[CH:8]=[CH:9]/[S:10]([NH:13][C:14]2[CH:19]=[CH:18][CH:17]=[CH:16][C:15]=2[S:20]([NH2:23])(=[O:22])=[O:21])(=[O:12])=[O:11])=[CH:4][CH:3]=1.[C:24]([C:28]#[C:29]B(OC(C)C)OC(C)C)([CH3:27])([CH3:26])[CH3:25].C(=O)([O-])[O-].[Na+].[Na+].O.